This data is from Reaction yield outcomes from USPTO patents with 853,638 reactions. The task is: Predict the reaction yield, written as a fraction of the theoretical maximum amount of product (1.0 means a 100% yield; for example, 0.34 means a 34% yield). The reactants are C(N(CC)CC)C.[CH2:8]([O:10][C:11]([C:13]1[C:18](O)=[CH:17][C:16](=[O:20])[N:15]([CH3:21])[CH:14]=1)=[O:12])[CH3:9].O=P(Cl)(Cl)[Cl:24]. No catalyst specified. The product is [CH2:8]([O:10][C:11]([C:13]1[C:18]([Cl:24])=[CH:17][C:16](=[O:20])[N:15]([CH3:21])[CH:14]=1)=[O:12])[CH3:9]. The yield is 0.670.